From a dataset of Retrosynthesis with 50K atom-mapped reactions and 10 reaction types from USPTO. Predict the reactants needed to synthesize the given product. Given the product COc1cc2ncn(-c3nc(-c4ccccc4)c(C#N)s3)c2cc1OC, predict the reactants needed to synthesize it. The reactants are: COc1cc2nc[nH]c2cc1OC.N#Cc1sc(Cl)nc1-c1ccccc1.